From a dataset of Reaction yield outcomes from USPTO patents with 853,638 reactions. Predict the reaction yield, written as a fraction of the theoretical maximum amount of product (1.0 means a 100% yield; for example, 0.34 means a 34% yield). The reactants are Cl[C:2]1[C:7]([Cl:8])=[CH:6][CH:5]=[CH:4][N:3]=1.ClCCl.[CH3:12][N:13](C)C=O. The catalyst is C(OCC)(=O)C.[C-]#N.[Zn+2].[C-]#N.[Zn].Cl[Pd]Cl.C1(P(C2C=CC=CC=2)[C-]2C=CC=C2)C=CC=CC=1.[C-]1(P(C2C=CC=CC=2)C2C=CC=CC=2)C=CC=C1.[Fe+2]. The product is [C:12]([C:2]1[C:7]([Cl:8])=[CH:6][CH:5]=[CH:4][N:3]=1)#[N:13]. The yield is 0.760.